Dataset: Retrosynthesis with 50K atom-mapped reactions and 10 reaction types from USPTO. Task: Predict the reactants needed to synthesize the given product. (1) Given the product Cn1c2c(c3ccccc31)CC(O)CC2, predict the reactants needed to synthesize it. The reactants are: Cn1c2c(c3ccccc31)CC(OC(=O)c1ccccc1)CC2. (2) The reactants are: CCC1(CCCCCl)C(=O)Nc2c(Cl)cc(Cl)cc21.Clc1ccc(N2CCNCC2)cc1Cl. Given the product CCC1(CCCCN2CCN(c3ccc(Cl)c(Cl)c3)CC2)C(=O)Nc2c(Cl)cc(Cl)cc21, predict the reactants needed to synthesize it.